This data is from Reaction yield outcomes from USPTO patents with 853,638 reactions. The task is: Predict the reaction yield, written as a fraction of the theoretical maximum amount of product (1.0 means a 100% yield; for example, 0.34 means a 34% yield). (1) The product is [C:21]([C:17]1[CH:16]=[C:15]([NH:14][C:5]2[C:4]3[C:9](=[CH:10][C:11]([O:12][CH3:13])=[C:2]([O:1][S:32]([C:31]([F:44])([F:43])[F:30])(=[O:34])=[O:33])[CH:3]=3)[N:8]=[CH:7][N:6]=2)[CH:20]=[CH:19][CH:18]=1)(=[O:23])[CH3:22]. The yield is 0.980. The reactants are [OH:1][C:2]1[CH:3]=[C:4]2[C:9](=[CH:10][C:11]=1[O:12][CH3:13])[N:8]=[CH:7][N:6]=[C:5]2[NH:14][C:15]1[CH:16]=[C:17]([C:21](=[O:23])[CH3:22])[CH:18]=[CH:19][CH:20]=1.N1C=CC=CC=1.[F:30][C:31]([F:44])([F:43])[S:32](O[S:32]([C:31]([F:44])([F:43])[F:30])(=[O:34])=[O:33])(=[O:34])=[O:33]. The catalyst is C(#N)C. (2) The reactants are [Cl:1][C:2]1[CH:7]=[C:6]2[NH:8][C:9](=[O:35])[C:10]3([CH:15]([C:16]4[CH:21]=[CH:20][CH:19]=[C:18]([Cl:22])[CH:17]=4)[CH2:14][C:13](=[O:23])[NH:12][CH:11]3[C:24]3[CH:29]=[C:28](I)[CH:27]=[CH:26][C:25]=3[O:31][CH2:32][CH2:33][OH:34])[C:5]2=[CH:4][CH:3]=1.[CH2:36]([Sn](CCCC)(CCCC)C#CC)[CH2:37][CH2:38]C. The catalyst is O1CCOCC1.[Cu]I.C1C=CC(/C=C/C(/C=C/C2C=CC=CC=2)=O)=CC=1.C1C=CC(/C=C/C(/C=C/C2C=CC=CC=2)=O)=CC=1.C1C=CC(/C=C/C(/C=C/C2C=CC=CC=2)=O)=CC=1.[Pd].[Pd].C1(P(C2C=CC=CC=2)C2C=CC=CC=2)C=CC=CC=1. The product is [Cl:1][C:2]1[CH:7]=[C:6]2[NH:8][C:9](=[O:35])[C:10]3([CH:15]([C:16]4[CH:21]=[CH:20][CH:19]=[C:18]([Cl:22])[CH:17]=4)[CH2:14][C:13](=[O:23])[NH:12][CH:11]3[C:24]3[CH:29]=[C:28]([C:36]#[C:37][CH3:38])[CH:27]=[CH:26][C:25]=3[O:31][CH2:32][CH2:33][OH:34])[C:5]2=[CH:4][CH:3]=1. The yield is 0.990. (3) The reactants are [CH2:1]([N:8]1[CH:12]=[C:11](I)[CH:10]=[N:9]1)[C:2]1[CH:7]=[CH:6][CH:5]=[CH:4][CH:3]=1.C([Mg]Cl)(C)C.CN([CH:22]=[O:23])C. The catalyst is C1COCC1. The product is [CH2:1]([N:8]1[CH:12]=[C:11]([CH:22]=[O:23])[CH:10]=[N:9]1)[C:2]1[CH:7]=[CH:6][CH:5]=[CH:4][CH:3]=1. The yield is 0.300. (4) The catalyst is O. The reactants are [CH2:1]([N:8]1[CH2:14][C:13]2[N:15]=[CH:16][C:17]([N:19]([CH3:23])[CH:20]([CH3:22])[CH3:21])=[N:18][C:12]=2[O:11][CH2:10][CH2:9]1)[C:2]1[CH:7]=[CH:6][CH:5]=[CH:4][CH:3]=1.[Br:24]N1C(=O)CCC1=O.C(#N)C. The yield is 0.200. The product is [CH2:1]([N:8]1[CH2:14][C:13]2[N:15]=[C:16]([Br:24])[C:17]([N:19]([CH3:23])[CH:20]([CH3:21])[CH3:22])=[N:18][C:12]=2[O:11][CH2:10][CH2:9]1)[C:2]1[CH:3]=[CH:4][CH:5]=[CH:6][CH:7]=1. (5) The reactants are [F:1][C:2]([F:14])([F:13])[CH2:3][C:4]1[C:12]2[CH2:11][CH2:10][CH2:9][CH2:8][C:7]=2[NH:6][N:5]=1.Br[CH2:16][C:17]1[CH:22]=[CH:21][C:20]([C:23]([N:25]2[CH2:29][CH2:28][CH2:27][CH2:26]2)=[O:24])=[CH:19][CH:18]=1.C(=O)([O-])[O-].[K+].[K+].O. The catalyst is CN(C=O)C. The product is [N:25]1([C:23]([C:20]2[CH:19]=[CH:18][C:17]([CH2:16][N:6]3[C:7]4[CH2:8][CH2:9][CH2:10][CH2:11][C:12]=4[C:4]([CH2:3][C:2]([F:1])([F:13])[F:14])=[N:5]3)=[CH:22][CH:21]=2)=[O:24])[CH2:26][CH2:27][CH2:28][CH2:29]1. The yield is 0.0400. (6) The reactants are [Br:1][C:2]1[CH:3]=[CH:4][C:5]([O:16]C)=[C:6]2[C:11]=1[NH:10][C:9](=[O:12])[CH:8]=[C:7]2[CH2:13][CH2:14][OH:15].B(Br)(Br)Br. The catalyst is O. The product is [Br:1][C:2]1[CH:3]=[CH:4][C:5]([OH:16])=[C:6]2[C:11]=1[NH:10][C:9](=[O:12])[CH:8]=[C:7]2[CH2:13][CH2:14][OH:15]. The yield is 0.450.